From a dataset of Full USPTO retrosynthesis dataset with 1.9M reactions from patents (1976-2016). Predict the reactants needed to synthesize the given product. (1) Given the product [Br:1][C:2]1[CH:7]=[CH:6][C:5]([N:15]2[CH2:14][CH2:13][N:12]([C:16]([O:18][C:19]([CH3:21])([CH3:20])[CH3:22])=[O:17])[CH2:11][C:10]2=[O:9])=[CH:4][CH:3]=1, predict the reactants needed to synthesize it. The reactants are: [Br:1][C:2]1[CH:7]=[CH:6][C:5](I)=[CH:4][CH:3]=1.[O:9]=[C:10]1[NH:15][CH2:14][CH2:13][N:12]([C:16]([O:18][C:19]([CH3:22])([CH3:21])[CH3:20])=[O:17])[CH2:11]1.CNCCNC.[O-]P([O-])([O-])=O.[K+].[K+].[K+]. (2) Given the product [Br:1][C:2]1[CH:3]=[CH:4][C:5]([N:15]([CH2:11][CH:12]([CH3:14])[CH3:13])[CH3:16])=[C:6]([CH:9]=1)[CH:7]=[O:8], predict the reactants needed to synthesize it. The reactants are: [Br:1][C:2]1[CH:3]=[CH:4][C:5](F)=[C:6]([CH:9]=1)[CH:7]=[O:8].[CH2:11]([NH:15][CH3:16])[CH:12]([CH3:14])[CH3:13].C(=O)([O-])[O-].[Na+].[Na+]. (3) Given the product [Br:1][C:2]1[S:6][CH:5]=[C:4]([C:7]([N:24]2[CH2:19][CH2:20][CH2:21][CH2:22][CH2:23]2)=[O:9])[CH:3]=1, predict the reactants needed to synthesize it. The reactants are: [Br:1][C:2]1[S:6][CH:5]=[C:4]([C:7]([OH:9])=O)[CH:3]=1.CN(C(ON1N=N[C:20]2[CH:21]=[CH:22][CH:23]=[N:24][C:19]1=2)=[N+](C)C)C.F[P-](F)(F)(F)(F)F.CCN(C(C)C)C(C)C.N1CCCCC1. (4) Given the product [CH3:1][C:2]([C:5]1[CH:18]=[N:17][CH:16]=[CH:15][CH:12]=1)=[CH2:3], predict the reactants needed to synthesize it. The reactants are: [CH3:1][C:2]([CH3:5])([O-])[CH3:3].[K+].O1CCCC1.[C:12]([C:15]1[CH:16]=[N:17][CH:18]=CC=1)(=O)C. (5) Given the product [S:15]1[C:16]2[CH:17]=[CH:19][CH:20]=[CH:9][C:10]=2[N:11]=[C:12]1[NH:8][C:6]([N:3]1[CH:2]=[CH:1][N:5]=[CH:4]1)=[O:7], predict the reactants needed to synthesize it. The reactants are: [CH:1]1[N:5]=[CH:4][N:3]([C:6]([N:8]2[CH:12]=[N:11][CH:10]=[CH:9]2)=[O:7])[CH:2]=1.NC1[S:15][C:16]2C=C[CH:20]=[CH:19][C:17]=2N=1.